Dataset: NCI-60 drug combinations with 297,098 pairs across 59 cell lines. Task: Regression. Given two drug SMILES strings and cell line genomic features, predict the synergy score measuring deviation from expected non-interaction effect. (1) Drug 1: CC(CN1CC(=O)NC(=O)C1)N2CC(=O)NC(=O)C2. Drug 2: CC1=C(C(CCC1)(C)C)C=CC(=CC=CC(=CC(=O)O)C)C. Cell line: A498. Synergy scores: CSS=25.0, Synergy_ZIP=-5.59, Synergy_Bliss=-0.615, Synergy_Loewe=2.80, Synergy_HSA=2.31. (2) Drug 1: C1=NC(=NC(=O)N1C2C(C(C(O2)CO)O)O)N. Drug 2: C1C(C(OC1N2C=NC3=C2NC=NCC3O)CO)O. Cell line: SK-OV-3. Synergy scores: CSS=10.3, Synergy_ZIP=-1.23, Synergy_Bliss=2.06, Synergy_Loewe=-2.10, Synergy_HSA=-0.722. (3) Synergy scores: CSS=12.5, Synergy_ZIP=3.95, Synergy_Bliss=5.21, Synergy_Loewe=-10.8, Synergy_HSA=4.74. Drug 2: CCN(CC)CCCC(C)NC1=C2C=C(C=CC2=NC3=C1C=CC(=C3)Cl)OC. Drug 1: CC1C(C(=O)NC(C(=O)N2CCCC2C(=O)N(CC(=O)N(C(C(=O)O1)C(C)C)C)C)C(C)C)NC(=O)C3=C4C(=C(C=C3)C)OC5=C(C(=O)C(=C(C5=N4)C(=O)NC6C(OC(=O)C(N(C(=O)CN(C(=O)C7CCCN7C(=O)C(NC6=O)C(C)C)C)C)C(C)C)C)N)C. Cell line: UACC62. (4) Synergy scores: CSS=29.8, Synergy_ZIP=-0.927, Synergy_Bliss=3.40, Synergy_Loewe=-0.0365, Synergy_HSA=0.118. Drug 2: CS(=O)(=O)OCCCCOS(=O)(=O)C. Cell line: NCI-H460. Drug 1: C1=CC(=CC=C1C#N)C(C2=CC=C(C=C2)C#N)N3C=NC=N3. (5) Drug 1: CS(=O)(=O)C1=CC(=C(C=C1)C(=O)NC2=CC(=C(C=C2)Cl)C3=CC=CC=N3)Cl. Drug 2: CC1CCC2CC(C(=CC=CC=CC(CC(C(=O)C(C(C(=CC(C(=O)CC(OC(=O)C3CCCCN3C(=O)C(=O)C1(O2)O)C(C)CC4CCC(C(C4)OC)OCCO)C)C)O)OC)C)C)C)OC. Cell line: SK-OV-3. Synergy scores: CSS=28.5, Synergy_ZIP=7.32, Synergy_Bliss=9.96, Synergy_Loewe=2.24, Synergy_HSA=10.3. (6) Drug 2: C1CCC(C(C1)N)N.C(=O)(C(=O)[O-])[O-].[Pt+4]. Synergy scores: CSS=18.0, Synergy_ZIP=-8.50, Synergy_Bliss=0.154, Synergy_Loewe=-3.15, Synergy_HSA=0.881. Drug 1: C(=O)(N)NO. Cell line: U251.